Task: Predict the product of the given reaction.. Dataset: Forward reaction prediction with 1.9M reactions from USPTO patents (1976-2016) (1) Given the reactants [C:1]([O:5][C:6](=[O:33])[CH:7]([N:10]1[CH:19](NC(C(OC(C)(C)C)=O)CC)[CH2:18][C:17]2[C:12](=[CH:13][C:14]([Cl:31])=[CH:15][CH:16]=2)[C:11]1=[O:32])[CH2:8][CH3:9])([CH3:4])([CH3:3])[CH3:2].Cl, predict the reaction product. The product is: [Cl:31][C:14]1[CH:13]=[C:12]2[C:17]([CH:18]=[CH:19][N:10]([C@@H:7]([CH2:8][CH3:9])[C:6]([O:5][C:1]([CH3:3])([CH3:2])[CH3:4])=[O:33])[C:11]2=[O:32])=[CH:16][CH:15]=1. (2) Given the reactants [C:1]([OH:13])(=[O:12])[CH2:2][C:3]([CH2:8][C:9]([OH:11])=[O:10])([C:5]([OH:7])=[O:6])[OH:4].[C:14]([O-:26])(=[O:25])[CH2:15][C:16]([CH2:21][C:22]([O-:24])=[O:23])([C:18]([O-:20])=[O:19])[OH:17].[Na+:27].[Na+].[Na+], predict the reaction product. The product is: [C:1]([OH:13])(=[O:12])[CH2:2][C:3]([CH2:8][C:9]([OH:11])=[O:10])([C:5]([OH:7])=[O:6])[OH:4].[C:14]([O-:26])(=[O:25])[CH2:15][C:16]([CH2:21][C:22]([O-:24])=[O:23])([C:18]([O-:20])=[O:19])[OH:17].[Na+:27].[Na+:27].[Na+:27]. (3) Given the reactants Cl[C:2]1[N:7]=[N:6][C:5]([C:8](=[O:10])[CH3:9])=[CH:4][CH:3]=1.[NH3:11], predict the reaction product. The product is: [NH2:11][C:2]1[N:7]=[N:6][C:5]([C:8](=[O:10])[CH3:9])=[CH:4][CH:3]=1. (4) Given the reactants [CH3:1][O:2][C:3]1[C:7]([C:8](O)=[O:9])=[C:6]([C:11]2[CH:16]=[CH:15][C:14]([O:17][CH3:18])=[CH:13][CH:12]=2)[S:5][N:4]=1.B.C1COCC1, predict the reaction product. The product is: [CH3:1][O:2][C:3]1[C:7]([CH2:8][OH:9])=[C:6]([C:11]2[CH:16]=[CH:15][C:14]([O:17][CH3:18])=[CH:13][CH:12]=2)[S:5][N:4]=1. (5) Given the reactants CO[C:3]1[CH:4]=[C:5]([C@H:9]2[CH2:13][CH2:12][CH2:11][C@H:10]2N)[CH:6]=[CH:7][CH:8]=1.[OH-:15].[Na+].[CH3:17][OH:18].[CH2:19]1[CH2:23]OCC1, predict the reaction product. The product is: [C:5]1([C@@H:9]2[CH2:13][C:12]3([CH2:19][CH2:23]3)[CH2:11][C@H:10]2[C:17]([OH:18])=[O:15])[CH:4]=[CH:3][CH:8]=[CH:7][CH:6]=1. (6) Given the reactants [BH4-].[Na+].[CH2:3]([N:10]1[C:22]2[C:21]3[CH:20]=[C:19]([O:23][CH3:24])[C:18]([C:25]4[C:26]([CH3:31])=[N:27][O:28][C:29]=4[CH3:30])=[CH:17][C:16]=3[N:15]=[C:14]([CH:32]=[O:33])[C:13]=2[O:12][C:11]1=[O:34])[C:4]1[CH:9]=[CH:8][CH:7]=[CH:6][CH:5]=1, predict the reaction product. The product is: [CH2:3]([N:10]1[C:22]2[C:21]3[CH:20]=[C:19]([O:23][CH3:24])[C:18]([C:25]4[C:26]([CH3:31])=[N:27][O:28][C:29]=4[CH3:30])=[CH:17][C:16]=3[N:15]=[C:14]([CH2:32][OH:33])[C:13]=2[O:12][C:11]1=[O:34])[C:4]1[CH:9]=[CH:8][CH:7]=[CH:6][CH:5]=1. (7) Given the reactants [Cl:1][C:2]1[CH:3]=[C:4]([C:9]2([CH2:16][CH2:17][CH2:18][O:19][CH:20]3[CH2:25][CH2:24][O:23][CH2:22][CH2:21]3)[CH2:14][NH:13][C:12](=O)[CH2:11][CH2:10]2)[CH:5]=[CH:6][C:7]=1[Cl:8].[H-].[H-].[H-].[H-].[Li+].[Al+3], predict the reaction product. The product is: [Cl:1][C:2]1[CH:3]=[C:4]([C:9]2([CH2:16][CH2:17][CH2:18][O:19][CH:20]3[CH2:25][CH2:24][O:23][CH2:22][CH2:21]3)[CH2:10][CH2:11][CH2:12][NH:13][CH2:14]2)[CH:5]=[CH:6][C:7]=1[Cl:8].